From a dataset of Full USPTO retrosynthesis dataset with 1.9M reactions from patents (1976-2016). Predict the reactants needed to synthesize the given product. (1) Given the product [Cl:1][C:2]1[CH:3]=[C:4]2[C:9](=[CH:10][C:11]=1[O:12][C:13]1[CH:14]=[CH:15][C:16]([C:19](=[O:35])[NH:20][C:21]3[CH:26]=[CH:25][C:24]([F:27])=[C:23]([C:28]4[CH:33]=[CH:32][C:31]([Cl:34])=[CH:30][CH:29]=4)[N:22]=3)=[CH:17][CH:18]=1)[O:8][CH2:7][CH2:6][CH:5]2[C:36]([O-:38])=[O:37].[Na+:41], predict the reactants needed to synthesize it. The reactants are: [Cl:1][C:2]1[CH:3]=[C:4]2[C:9](=[CH:10][C:11]=1[O:12][C:13]1[CH:18]=[CH:17][C:16]([C:19](=[O:35])[NH:20][C:21]3[CH:26]=[CH:25][C:24]([F:27])=[C:23]([C:28]4[CH:33]=[CH:32][C:31]([Cl:34])=[CH:30][CH:29]=4)[N:22]=3)=[CH:15][CH:14]=1)[O:8][CH2:7][CH2:6][CH:5]2[C:36]([OH:38])=[O:37].C[O-].[Na+:41].CO. (2) Given the product [F:17][C:18]1[CH:23]=[C:22]([N:24]2[CH:28]=[C:27]([CH3:29])[CH:26]=[N:25]2)[CH:21]=[CH:20][C:19]=1[O:1][CH2:2][CH:3]1[CH:8]([NH:9][C:10](=[O:16])[O:11][C:12]([CH3:13])([CH3:15])[CH3:14])[CH2:7][CH2:6][O:5][CH2:4]1, predict the reactants needed to synthesize it. The reactants are: [OH:1][CH2:2][CH:3]1[CH:8]([NH:9][C:10](=[O:16])[O:11][C:12]([CH3:15])([CH3:14])[CH3:13])[CH2:7][CH2:6][O:5][CH2:4]1.[F:17][C:18]1[CH:23]=[C:22]([N:24]2[CH:28]=[C:27]([CH3:29])[CH:26]=[N:25]2)[CH:21]=[CH:20][C:19]=1O.C1CCN(C(N=NC(N2CCCCC2)=O)=O)CC1.P(CCCC)(CCCC)CCCC. (3) Given the product [CH3:1][O:2][C:3]1[CH:4]=[CH:5][CH:6]=[C:7]2[C:12]=1[O:11][CH2:10][C:9]([C:13]([N:18]1[CH2:19][CH2:20][O:24][CH2:17][CH2:16]1)=[O:15])=[CH:8]2, predict the reactants needed to synthesize it. The reactants are: [CH3:1][O:2][C:3]1[CH:4]=[CH:5][CH:6]=[C:7]2[C:12]=1[O:11][CH2:10][C:9]([C:13]([OH:15])=O)=[CH:8]2.[CH2:16]([N:18](CC)[CH2:19][CH3:20])[CH3:17].P(C#N)(OCC)(OCC)=[O:24].O. (4) Given the product [Br:1][C:2]1[CH:14]=[C:13]2[C:5]([C:6]3[CH:7]=[CH:8][C:9]([N:15]([CH2:4][CH2:3][CH2:2][CH3:14])[CH2:10][CH2:9][CH2:8][CH3:7])=[CH:10][C:11]=3[C:12]2([CH2:13][CH2:5][CH2:6][CH3:11])[CH2:17][CH2:18][CH2:19][CH3:20])=[CH:4][CH:3]=1, predict the reactants needed to synthesize it. The reactants are: [Br:1][C:2]1[CH:14]=[C:13]2[C:5]([C:6]3[CH:7]=[CH:8][C:9]([NH2:15])=[CH:10][C:11]=3[CH2:12]2)=[CH:4][CH:3]=1.I[CH2:17][CH2:18][CH2:19][CH3:20]. (5) Given the product [Cl:18][C:19]1[C:24]([CH:25]=[CH:26][C:27]([NH:2][CH2:3][C:4]2[CH:9]=[C:8]([F:10])[C:7]([NH:11][S:12]([CH3:15])(=[O:14])=[O:13])=[C:6]([C:16]#[CH:17])[CH:5]=2)=[O:28])=[CH:23][CH:22]=[C:21]([C:30]([F:31])([F:32])[F:33])[N:20]=1, predict the reactants needed to synthesize it. The reactants are: Cl.[NH2:2][CH2:3][C:4]1[CH:9]=[C:8]([F:10])[C:7]([NH:11][S:12]([CH3:15])(=[O:14])=[O:13])=[C:6]([C:16]#[CH:17])[CH:5]=1.[Cl:18][C:19]1[C:24]([CH:25]=[CH:26][C:27](O)=[O:28])=[CH:23][CH:22]=[C:21]([C:30]([F:33])([F:32])[F:31])[N:20]=1.